Dataset: NCI-60 drug combinations with 297,098 pairs across 59 cell lines. Task: Regression. Given two drug SMILES strings and cell line genomic features, predict the synergy score measuring deviation from expected non-interaction effect. (1) Drug 1: CN(C)C1=NC(=NC(=N1)N(C)C)N(C)C. Drug 2: C1=NC(=NC(=O)N1C2C(C(C(O2)CO)O)O)N. Cell line: HT29. Synergy scores: CSS=5.38, Synergy_ZIP=1.33, Synergy_Bliss=9.75, Synergy_Loewe=-4.38, Synergy_HSA=3.77. (2) Drug 1: CC1=C(N=C(N=C1N)C(CC(=O)N)NCC(C(=O)N)N)C(=O)NC(C(C2=CN=CN2)OC3C(C(C(C(O3)CO)O)O)OC4C(C(C(C(O4)CO)O)OC(=O)N)O)C(=O)NC(C)C(C(C)C(=O)NC(C(C)O)C(=O)NCCC5=NC(=CS5)C6=NC(=CS6)C(=O)NCCC[S+](C)C)O. Drug 2: CNC(=O)C1=NC=CC(=C1)OC2=CC=C(C=C2)NC(=O)NC3=CC(=C(C=C3)Cl)C(F)(F)F. Cell line: M14. Synergy scores: CSS=-0.222, Synergy_ZIP=0.0228, Synergy_Bliss=3.36, Synergy_Loewe=-6.43, Synergy_HSA=-0.0424. (3) Drug 1: CC1=C(C(CCC1)(C)C)C=CC(=CC=CC(=CC(=O)O)C)C. Drug 2: CC1CCC2CC(C(=CC=CC=CC(CC(C(=O)C(C(C(=CC(C(=O)CC(OC(=O)C3CCCCN3C(=O)C(=O)C1(O2)O)C(C)CC4CCC(C(C4)OC)O)C)C)O)OC)C)C)C)OC. Cell line: SNB-75. Synergy scores: CSS=9.88, Synergy_ZIP=1.59, Synergy_Bliss=6.23, Synergy_Loewe=-1.20, Synergy_HSA=0.730.